The task is: Predict the reactants needed to synthesize the given product.. This data is from Retrosynthesis with 50K atom-mapped reactions and 10 reaction types from USPTO. (1) The reactants are: CCCCc1nc(C)[nH]c(=O)c1Cc1ccc(-c2ccccc2C#N)cc1.OB(O)c1cccc(Br)c1. Given the product CCCCc1nc(C)n(-c2cccc(Br)c2)c(=O)c1Cc1ccc(-c2ccccc2C#N)cc1, predict the reactants needed to synthesize it. (2) Given the product C=C(C#N)COCCP(=O)(OC)OC, predict the reactants needed to synthesize it. The reactants are: C=C(C#N)CCl.COP(=O)(CCO)OC.